Dataset: Full USPTO retrosynthesis dataset with 1.9M reactions from patents (1976-2016). Task: Predict the reactants needed to synthesize the given product. (1) Given the product [C:1]([CH2:5][C:6]1[CH:15]=[CH:14][C:9]([C:10]([O:12][CH3:13])=[O:11])=[CH:8][CH:7]=1)#[N:2], predict the reactants needed to synthesize it. The reactants are: [C-:1]#[N:2].[Na+].Br[CH2:5][C:6]1[CH:15]=[CH:14][C:9]([C:10]([O:12][CH3:13])=[O:11])=[CH:8][CH:7]=1. (2) The reactants are: [Br:1][C:2]1[CH:3]=[C:4]2[CH:10]=[CH:9][NH:8][C:5]2=[N:6][CH:7]=1.C=O.[CH2:13](O)[CH2:14][CH2:15][CH3:16].[NH:18]1CCC[CH2:19]1. Given the product [Br:1][C:2]1[CH:3]=[C:4]2[C:10]([CH2:19][N:18]3[CH2:16][CH2:15][CH2:14][CH2:13]3)=[CH:9][NH:8][C:5]2=[N:6][CH:7]=1, predict the reactants needed to synthesize it.